This data is from Full USPTO retrosynthesis dataset with 1.9M reactions from patents (1976-2016). The task is: Predict the reactants needed to synthesize the given product. (1) Given the product [CH2:1]([N:5]([CH2:7][C:8]([N:10]1[CH2:29][CH2:28][C:13]2[N:14]=[C:15]([NH:18][CH:19]3[CH2:27][C:26]4[C:21](=[CH:22][CH:23]=[CH:24][CH:25]=4)[CH2:20]3)[N:16]=[CH:17][C:12]=2[CH2:11]1)=[O:9])[C:42](=[O:43])[O:41][C:37]([CH3:40])([CH3:39])[CH3:38])[CH2:2][C:3]#[CH:4], predict the reactants needed to synthesize it. The reactants are: [CH2:1]([NH2:5])[CH2:2][C:3]#[CH:4].Cl[CH2:7][C:8]([N:10]1[CH2:29][CH2:28][C:13]2[N:14]=[C:15]([NH:18][CH:19]3[CH2:27][C:26]4[C:21](=[CH:22][CH:23]=[CH:24][CH:25]=4)[CH2:20]3)[N:16]=[CH:17][C:12]=2[CH2:11]1)=[O:9].C(N(CC)CC)C.[C:37]([O:41][C:42](O[C:42]([O:41][C:37]([CH3:40])([CH3:39])[CH3:38])=[O:43])=[O:43])([CH3:40])([CH3:39])[CH3:38]. (2) The reactants are: [C:1]([O:5][C:6]([N:8]1[CH2:13][CH2:12][N:11]([C:14]2[CH:19]=[CH:18][C:17]([N+:20]([O-])=O)=[C:16]([CH3:23])[N:15]=2)[CH2:10][C@H:9]1[CH3:24])=[O:7])([CH3:4])([CH3:3])[CH3:2].C(O)(=O)C. Given the product [C:1]([O:5][C:6]([N:8]1[CH2:13][CH2:12][N:11]([C:14]2[CH:19]=[CH:18][C:17]([NH2:20])=[C:16]([CH3:23])[N:15]=2)[CH2:10][C@H:9]1[CH3:24])=[O:7])([CH3:4])([CH3:3])[CH3:2], predict the reactants needed to synthesize it. (3) Given the product [C:18]([O:22][C:23]([NH:25][CH2:26][C:27]1[CH:32]=[CH:31][CH:30]=[CH:29][C:28]=1[C:8]1[C:9]([C:14]([O:16][CH3:17])=[O:15])=[N:10][CH:11]=[CH:12][N:13]=1)=[O:24])([CH3:21])([CH3:19])[CH3:20], predict the reactants needed to synthesize it. The reactants are: COCCOC.Br[C:8]1[C:9]([C:14]([O:16][CH3:17])=[O:15])=[N:10][CH:11]=[CH:12][N:13]=1.[C:18]([O:22][C:23]([NH:25][CH2:26][C:27]1[CH:32]=[CH:31][CH:30]=[CH:29][C:28]=1B(O)O)=[O:24])([CH3:21])([CH3:20])[CH3:19].C(=O)([O-])[O-].[Na+].[Na+].